From a dataset of Aqueous solubility values for 9,982 compounds from the AqSolDB database. Regression/Classification. Given a drug SMILES string, predict its absorption, distribution, metabolism, or excretion properties. Task type varies by dataset: regression for continuous measurements (e.g., permeability, clearance, half-life) or binary classification for categorical outcomes (e.g., BBB penetration, CYP inhibition). For this dataset (solubility_aqsoldb), we predict Y. (1) The drug is CCC(NC=NN)C(=O)O. The Y is -0.861 log mol/L. (2) The molecule is C=CCn1c(=O)n(CC=C)c(=O)n(CC=C)c1=O. The Y is -1.85 log mol/L.